This data is from NCI-60 drug combinations with 297,098 pairs across 59 cell lines. The task is: Regression. Given two drug SMILES strings and cell line genomic features, predict the synergy score measuring deviation from expected non-interaction effect. (1) Drug 1: CC1CCC2CC(C(=CC=CC=CC(CC(C(=O)C(C(C(=CC(C(=O)CC(OC(=O)C3CCCCN3C(=O)C(=O)C1(O2)O)C(C)CC4CCC(C(C4)OC)OCCO)C)C)O)OC)C)C)C)OC. Drug 2: C1=CC=C(C(=C1)C(C2=CC=C(C=C2)Cl)C(Cl)Cl)Cl. Cell line: NCI-H226. Synergy scores: CSS=-8.97, Synergy_ZIP=0.623, Synergy_Bliss=-4.72, Synergy_Loewe=-6.69, Synergy_HSA=-6.23. (2) Cell line: HCT-15. Synergy scores: CSS=0.486, Synergy_ZIP=2.22, Synergy_Bliss=3.68, Synergy_Loewe=0.293, Synergy_HSA=0.877. Drug 1: CC1=CC2C(CCC3(C2CCC3(C(=O)C)OC(=O)C)C)C4(C1=CC(=O)CC4)C. Drug 2: C1=CN(C=N1)CC(O)(P(=O)(O)O)P(=O)(O)O. (3) Synergy scores: CSS=13.1, Synergy_ZIP=-0.328, Synergy_Bliss=3.05, Synergy_Loewe=-5.82, Synergy_HSA=-0.608. Drug 2: CC1=C(N=C(N=C1N)C(CC(=O)N)NCC(C(=O)N)N)C(=O)NC(C(C2=CN=CN2)OC3C(C(C(C(O3)CO)O)O)OC4C(C(C(C(O4)CO)O)OC(=O)N)O)C(=O)NC(C)C(C(C)C(=O)NC(C(C)O)C(=O)NCCC5=NC(=CS5)C6=NC(=CS6)C(=O)NCCC[S+](C)C)O. Drug 1: CC1=C(C=C(C=C1)C(=O)NC2=CC(=CC(=C2)C(F)(F)F)N3C=C(N=C3)C)NC4=NC=CC(=N4)C5=CN=CC=C5. Cell line: RXF 393.